The task is: Predict the reactants needed to synthesize the given product.. This data is from Full USPTO retrosynthesis dataset with 1.9M reactions from patents (1976-2016). (1) Given the product [CH2:41]([N:22]1[C:23](=[O:24])[C:18]2[C:17]([I:34])=[C:16]([C:8]3[CH:9]=[CH:10][C:11]([O:12][CH:13]([F:14])[F:15])=[C:6]([O:5][CH2:4][CH:1]4[CH2:3][CH2:2]4)[CH:7]=3)[N:25]([CH2:26][O:27][CH2:28][CH2:29][Si:30]([CH3:31])([CH3:33])[CH3:32])[C:19]=2[CH:20]=[N:21]1)[C:42]1[CH:47]=[CH:46][CH:45]=[CH:44][CH:43]=1, predict the reactants needed to synthesize it. The reactants are: [CH:1]1([CH2:4][O:5][C:6]2[CH:7]=[C:8]([C:16]3[N:25]([CH2:26][O:27][CH2:28][CH2:29][Si:30]([CH3:33])([CH3:32])[CH3:31])[C:19]4[CH:20]=[N:21][NH:22][C:23](=[O:24])[C:18]=4[C:17]=3[I:34])[CH:9]=[CH:10][C:11]=2[O:12][CH:13]([F:15])[F:14])[CH2:3][CH2:2]1.C(=O)([O-])[O-].[K+].[K+].[CH2:41](Br)[C:42]1[CH:47]=[CH:46][CH:45]=[CH:44][CH:43]=1.[H-].[Na+].[Cl-].[NH4+]. (2) Given the product [CH3:19][C:20]1[C:24]([C:2]2[CH:18]=[CH:17][C:5]3[NH:6][C:7](=[O:16])[O:8][CH:9]([C:10]4[CH:15]=[CH:14][CH:13]=[CH:12][CH:11]=4)[C:4]=3[CH:3]=2)=[C:23]([CH3:28])[O:22][N:21]=1, predict the reactants needed to synthesize it. The reactants are: Br[C:2]1[CH:18]=[CH:17][C:5]2[NH:6][C:7](=[O:16])[O:8][CH:9]([C:10]3[CH:15]=[CH:14][CH:13]=[CH:12][CH:11]=3)[C:4]=2[CH:3]=1.[CH3:19][C:20]1[C:24](B(O)O)=[C:23]([CH3:28])[O:22][N:21]=1.C(=O)([O-])[O-].[Na+].[Na+]. (3) The reactants are: Cl.[CH3:2][NH:3][CH2:4][CH2:5][CH2:6][CH2:7][Cl:8].[P:9](Cl)([Cl:12])([Cl:11])=[O:10].C(N(CC)CC)C.[Cl-].[NH4+]. Given the product [CH3:2][N:3]([CH2:4][CH2:5][CH2:6][CH2:7][Cl:8])[P:9]([Cl:12])([Cl:11])=[O:10], predict the reactants needed to synthesize it.